This data is from Forward reaction prediction with 1.9M reactions from USPTO patents (1976-2016). The task is: Predict the product of the given reaction. (1) Given the reactants O=[CH:2][C:3]1[CH:11]=[CH:10][C:7]([O:8][CH3:9])=[C:5]([OH:6])[CH:4]=1.Cl.[NH2:13]O.[H-].[Na+].[Si:17](Cl)([C:20]([CH3:23])([CH3:22])[CH3:21])([CH3:19])[CH3:18], predict the reaction product. The product is: [Si:17]([O:6][C:5]1[CH:4]=[C:3]([CH:11]=[CH:10][C:7]=1[O:8][CH3:9])[C:2]#[N:13])([C:20]([CH3:23])([CH3:22])[CH3:21])([CH3:19])[CH3:18]. (2) Given the reactants [CH3:1][N:2]1[C:7](=[O:8])[C:6]2[C:9]([C:30]3[CH:35]=[CH:34][CH:33]=[CH:32][CH:31]=3)=[C:10]([C:12]3[CH:17]=[CH:16][C:15]([C:18]4([NH:22][C:23](=[O:29])[O:24][C:25]([CH3:28])([CH3:27])[CH3:26])[CH2:21][CH2:20][CH2:19]4)=[CH:14][CH:13]=3)[O:11][C:5]=2[N:4]=[C:3]1S(C)(=O)=O.Cl.[NH2:41][CH2:42][C:43]([NH2:45])=[O:44].C(N(CC)CC)C, predict the reaction product. The product is: [NH2:45][C:43](=[O:44])[CH2:42][NH:41][C:3]1[N:2]([CH3:1])[C:7](=[O:8])[C:6]2[C:9]([C:30]3[CH:35]=[CH:34][CH:33]=[CH:32][CH:31]=3)=[C:10]([C:12]3[CH:17]=[CH:16][C:15]([C:18]4([NH:22][C:23](=[O:29])[O:24][C:25]([CH3:26])([CH3:27])[CH3:28])[CH2:19][CH2:20][CH2:21]4)=[CH:14][CH:13]=3)[O:11][C:5]=2[N:4]=1.